This data is from Forward reaction prediction with 1.9M reactions from USPTO patents (1976-2016). The task is: Predict the product of the given reaction. (1) Given the reactants [F:1][C:2]1[CH:7]=[CH:6][C:5]([C:8]2[N:9]=[C:10]([C@H:13]3[CH2:25][C:24]4[C:23]5[C:18](=[CH:19][CH:20]=[CH:21][CH:22]=5)[NH:17][C:16]=4[CH:15]([C:26]([OH:28])=[O:27])[NH:14]3)[NH:11][CH:12]=2)=[CH:4][CH:3]=1.F[P-](F)(F)(F)(F)F.C[N+](C)=C(N(C)C)O[N:40]1[C:44]2[N:45]=[CH:46][CH:47]=[CH:48][C:43]=2N=N1.[OH:53]N1C2N=CC=CC=2N=N1.N1CCCC1, predict the reaction product. The product is: [F:1][C:2]1[CH:3]=[CH:4][C:5]([C:8]2[N:9]=[C:10]([C@H:13]3[CH2:25][C:24]4[C:23]5[C:18](=[CH:19][CH:20]=[CH:21][CH:22]=5)[NH:17][C:16]=4[CH:15]([C:26]([OH:28])=[O:27])[NH:14]3)[NH:11][CH:12]=2)=[CH:6][CH:7]=1.[N:45]1([C:44]([NH2:40])=[O:53])[CH2:43][CH2:48][CH2:47][CH2:46]1. (2) Given the reactants I[C:2]1[N:3]=[N:4][C:5]([C:8]#[C:9][C:10]2[CH:14]=[CH:13][S:12][CH:11]=2)=[CH:6][CH:7]=1.[C:15]([C:17]1[CH:24]=[CH:23][C:20]([CH:21]=[O:22])=[CH:19][CH:18]=1)#[CH:16], predict the reaction product. The product is: [S:12]1[CH:13]=[CH:14][C:10]([C:9]#[C:8][C:5]2[N:4]=[N:3][C:2]([C:16]#[C:15][C:17]3[CH:24]=[CH:23][C:20]([CH:21]=[O:22])=[CH:19][CH:18]=3)=[CH:7][CH:6]=2)=[CH:11]1.